Dataset: Full USPTO retrosynthesis dataset with 1.9M reactions from patents (1976-2016). Task: Predict the reactants needed to synthesize the given product. (1) Given the product [Br:18][C:15]1[CH:14]=[C:13]2[C:12]([C:4]([CH3:5])([C:6]3[CH:11]=[CH:10][CH:9]=[CH:8][CH:7]=3)[C:3](=[O:2])[NH:19]2)=[CH:17][CH:16]=1, predict the reactants needed to synthesize it. The reactants are: C[O:2][C:3](=O)[C:4]([C:12]1[CH:17]=[CH:16][C:15]([Br:18])=[CH:14][C:13]=1[N+:19]([O-])=O)([C:6]1[CH:11]=[CH:10][CH:9]=[CH:8][CH:7]=1)[CH3:5]. (2) Given the product [NH2:33][C@@H:25]([CH2:26][C:27]1[CH:32]=[CH:31][CH:30]=[CH:29][CH:28]=1)[CH2:24][O:23][C:19]1[CH:18]=[C:17]([C:4]2[CH:5]=[C:6]3[C:11](=[C:2]([NH2:1])[N:3]=2)[CH:10]=[N:9][C:8]2[CH:12]=[C:13](/[CH:49]=[CH:50]/[CH2:51][CH2:52][N:53]4[CH2:54][CH2:55][CH2:56][CH2:57]4)[CH:14]=[CH:15][C:7]3=2)[CH:22]=[N:21][CH:20]=1, predict the reactants needed to synthesize it. The reactants are: [NH2:1][C:2]1[N:3]=[C:4]([C:17]2[CH:18]=[C:19]([O:23][CH2:24][C@@H:25]([NH:33]C(=O)OC(C)(C)C)[CH2:26][C:27]3[CH:32]=[CH:31][CH:30]=[CH:29][CH:28]=3)[CH:20]=[N:21][CH:22]=2)[CH:5]=[C:6]2[C:11]=1[CH:10]=[N:9][C:8]1[CH:12]=[C:13](Br)[CH:14]=[CH:15][C:7]2=1.CC1(C)C(C)(C)OB(/[CH:49]=[CH:50]/[CH2:51][CH2:52][N:53]2[CH2:57][CH2:56][CH2:55][CH2:54]2)O1.C([O-])([O-])=O.[K+].[K+].C(O)(C(F)(F)F)=O.